Dataset: Catalyst prediction with 721,799 reactions and 888 catalyst types from USPTO. Task: Predict which catalyst facilitates the given reaction. Reactant: [C:1]([O:5][C:6]([N:8]1[CH2:12][CH2:11][C:10]([CH2:22][NH:23]C(OCC2C=CC=CC=2)=O)([C:13](=[O:21])[NH:14][C:15]2[CH:20]=[CH:19][CH:18]=[CH:17][CH:16]=2)[CH2:9]1)=[O:7])([CH3:4])([CH3:3])[CH3:2].C([O-])=O.[NH4+]. Product: [NH2:23][CH2:22][C:10]1([C:13](=[O:21])[NH:14][C:15]2[CH:20]=[CH:19][CH:18]=[CH:17][CH:16]=2)[CH2:11][CH2:12][N:8]([C:6]([O:5][C:1]([CH3:3])([CH3:4])[CH3:2])=[O:7])[CH2:9]1. The catalyst class is: 687.